Task: Predict the product of the given reaction.. Dataset: Forward reaction prediction with 1.9M reactions from USPTO patents (1976-2016) (1) Given the reactants [NH:1]1[CH:5]=[C:4]([CH2:6][C:7]([OH:9])=[O:8])[N:3]=[CH:2]1.[Na].[CH3:11]O, predict the reaction product. The product is: [NH:1]1[CH:5]=[C:4]([CH2:6][C:7]([O:9][CH3:11])=[O:8])[N:3]=[CH:2]1. (2) Given the reactants [CH3:1][O:2][C:3]1[CH:8]=[C:7]([CH3:9])[CH:6]=[CH:5][C:4]=1[OH:10].N1C=CC=CC=1.Cl[C:18]([O:20][CH3:21])=[O:19].Cl, predict the reaction product. The product is: [C:18](=[O:19])([O:20][CH3:21])[O:10][C:4]1[CH:5]=[CH:6][C:7]([CH3:9])=[CH:8][C:3]=1[O:2][CH3:1]. (3) The product is: [CH3:21][NH:23][C:14]([C@H:11]1[CH2:12][CH2:13][C@H:9]([NH:8][C:6](=[O:7])[O:5][C:1]([CH3:4])([CH3:3])[CH3:2])[CH2:10]1)=[O:16]. Given the reactants [C:1]([O:5][C:6]([NH:8][C@H:9]1[CH2:13][CH2:12][C@H:11]([C:14]([OH:16])=O)[CH2:10]1)=[O:7])([CH3:4])([CH3:3])[CH3:2].C1C=CC2N(O)N=[N:23][C:21]=2C=1.C(Cl)CCl.CN.C1COCC1, predict the reaction product. (4) Given the reactants [Cl:1][C:2]1[CH:3]=[C:4]2[C:8](=[CH:9][CH:10]=1)[NH:7][C:6]([C:11]([NH:13][C@@H:14]1[CH2:22][C:21]3[C:16](=[CH:17][CH:18]=[CH:19][CH:20]=3)[C@H:15]1[NH:23][CH2:24][CH2:25][O:26][CH:27]1[CH2:32][CH2:31][CH2:30][CH2:29][O:28]1)=[O:12])=[CH:5]2.[OH:33][C@@H:34]([CH2:38][CH3:39])[C:35](O)=[O:36].C(N(C(C)C)C(C)C)C.F[P-](F)(F)(F)(F)F.N1(OC(N(C)C)=[N+](C)C)C2N=CC=CC=2N=N1, predict the reaction product. The product is: [Cl:1][C:2]1[CH:3]=[C:4]2[C:8](=[CH:9][CH:10]=1)[NH:7][C:6]([C:11]([NH:13][C@@H:14]1[CH2:22][C:21]3[C:16](=[CH:17][CH:18]=[CH:19][CH:20]=3)[C@H:15]1[N:23]([C:35](=[O:36])[C@@H:34]([OH:33])[CH2:38][CH3:39])[CH2:24][CH2:25][O:26][CH:27]1[CH2:32][CH2:31][CH2:30][CH2:29][O:28]1)=[O:12])=[CH:5]2. (5) Given the reactants [CH2:1]([NH:8][C:9](=[O:52])[NH:10][CH:11]([CH3:51])[CH2:12][C:13]([NH:15][CH:16]([C:29](=[O:50])[N:30]([CH2:42][CH:43](OCC)OCC)[CH2:31][C:32]1[CH:37]=[CH:36][CH:35]=[C:34]([O:38][CH3:39])[C:33]=1[O:40][CH3:41])[CH2:17][C:18]1[CH:23]=[CH:22][C:21]([O:24]C(C)(C)C)=[CH:20][CH:19]=1)=[O:14])[C:2]1[CH:7]=[CH:6][CH:5]=[CH:4][CH:3]=1, predict the reaction product. The product is: [CH2:1]([NH:8][C:9]([N:10]1[CH:11]([CH3:51])[CH2:12][C:13](=[O:14])[N:15]2[CH:16]([CH2:17][C:18]3[CH:19]=[CH:20][C:21]([OH:24])=[CH:22][CH:23]=3)[C:29](=[O:50])[N:30]([CH2:31][C:32]3[CH:37]=[CH:36][CH:35]=[C:34]([O:38][CH3:39])[C:33]=3[O:40][CH3:41])[CH2:42][CH:43]12)=[O:52])[C:2]1[CH:3]=[CH:4][CH:5]=[CH:6][CH:7]=1. (6) Given the reactants [N:1]1[CH:6]=[CH:5][CH:4]=[C:3]([NH:7][C@H:8]2[CH2:12][CH2:11][N:10]([C:13]3[CH:25]=[CH:24][C:16]([C:17]([O:19]C(C)(C)C)=O)=[CH:15][CH:14]=3)[CH2:9]2)[CH:2]=1.FC(F)(F)C(O)=O.CCN(CC)CC.F[P-](F)(F)(F)(F)F.[N:47]1(O[P+](N(C)C)(N(C)C)N(C)C)[C:51]2[CH:52]=[CH:53][CH:54]=[CH:55][C:50]=2[N:49]=N1, predict the reaction product. The product is: [NH2:47][C:51]1[CH:52]=[CH:53][CH:54]=[CH:55][C:50]=1[NH:49][C:17](=[O:19])[C:16]1[CH:15]=[CH:14][C:13]([N:10]2[CH2:11][CH2:12][C@H:8]([NH:7][C:3]3[CH:2]=[N:1][CH:6]=[CH:5][CH:4]=3)[CH2:9]2)=[CH:25][CH:24]=1. (7) Given the reactants [OH:1][NH:2][C:3](=[O:22])[C:4]([CH2:19][CH:20]=[CH2:21])([S:8]([C:11]1[CH:16]=[CH:15][C:14]([O:17][CH3:18])=[CH:13][CH:12]=1)(=[O:10])=[O:9])[CH:5]=[CH:6][CH3:7], predict the reaction product. The product is: [OH:1][NH:2][C:3](=[O:22])[C:4]([S:8]([C:11]1[CH:16]=[CH:15][C:14]([O:17][CH3:18])=[CH:13][CH:12]=1)(=[O:9])=[O:10])([CH2:19][CH2:20][CH3:21])[CH2:5][CH2:6][CH3:7].